From a dataset of NCI-60 drug combinations with 297,098 pairs across 59 cell lines. Regression. Given two drug SMILES strings and cell line genomic features, predict the synergy score measuring deviation from expected non-interaction effect. Drug 1: CNC(=O)C1=CC=CC=C1SC2=CC3=C(C=C2)C(=NN3)C=CC4=CC=CC=N4. Drug 2: C1=C(C(=O)NC(=O)N1)N(CCCl)CCCl. Cell line: NCI-H522. Synergy scores: CSS=27.5, Synergy_ZIP=-2.65, Synergy_Bliss=0.287, Synergy_Loewe=2.62, Synergy_HSA=2.93.